From a dataset of Full USPTO retrosynthesis dataset with 1.9M reactions from patents (1976-2016). Predict the reactants needed to synthesize the given product. Given the product [F:48][C:45]([F:46])([F:47])[C:43]1[CH:42]=[C:9]([CH:8]=[C:7]([C:6]([F:5])([F:49])[F:50])[CH:44]=1)[CH2:10][N:11]([C@H:18]1[CH2:24][CH2:23][CH2:22][N:21]([CH2:25][CH:26]2[CH2:27][CH2:28][N:29]([CH3:1])[CH2:30][CH2:31]2)[C:20]2[C:32]([CH3:41])=[C:33]([C:37]([F:38])([F:39])[F:40])[C:34]([CH3:36])=[CH:35][C:19]1=2)[C:12]1[N:13]=[N:14][N:15]([CH3:17])[N:16]=1, predict the reactants needed to synthesize it. The reactants are: [C:1](O)(=O)C.[F:5][C:6]([F:50])([F:49])[C:7]1[CH:8]=[C:9]([CH:42]=[C:43]([C:45]([F:48])([F:47])[F:46])[CH:44]=1)[CH2:10][N:11]([C@H:18]1[CH2:24][CH2:23][CH2:22][N:21]([CH2:25][CH:26]2[CH2:31][CH2:30][NH:29][CH2:28][CH2:27]2)[C:20]2[C:32]([CH3:41])=[C:33]([C:37]([F:40])([F:39])[F:38])[C:34]([CH3:36])=[CH:35][C:19]1=2)[C:12]1[N:13]=[N:14][N:15]([CH3:17])[N:16]=1.C=O.C([BH3-])#N.[Na+].